From a dataset of Clinical trial toxicity outcomes and FDA approval status for drugs. Regression/Classification. Given a drug SMILES string, predict its toxicity properties. Task type varies by dataset: regression for continuous values (e.g., LD50, hERG inhibition percentage) or binary classification for toxic/non-toxic outcomes (e.g., AMES mutagenicity, cardiotoxicity, hepatotoxicity). Dataset: clintox. (1) The drug is COc1ccc2c(c1)[C@]13CCCC[C@@H]1[C@H](C2)[NH+](C)CC3. The result is 0 (passed clinical trial). (2) The compound is CNC(=O)c1c(I)c(NC(C)=O)c(I)c(C(=O)[O-])c1I. The result is 0 (passed clinical trial).